From a dataset of Forward reaction prediction with 1.9M reactions from USPTO patents (1976-2016). Predict the product of the given reaction. (1) Given the reactants C[O:2][C:3](=[O:41])[C@@H:4]([NH:8][S:9]([C:12]1[CH:17]=[CH:16][C:15]([C:18]2[CH:23]=[CH:22][C:21]([NH:24][C:25]([C:27]3[O:28][C:29]4[CH:36]=[CH:35][C:34]([C:37]#[N:38])=[C:33]([O:39][CH3:40])[C:30]=4[C:31]=3[CH3:32])=[O:26])=[CH:20][CH:19]=2)=[CH:14][CH:13]=1)(=[O:11])=[O:10])[CH:5]([CH3:7])[CH3:6].[Li+].[OH-], predict the reaction product. The product is: [C:37]([C:34]1[CH:35]=[CH:36][C:29]2[O:28][C:27]([C:25]([NH:24][C:21]3[CH:20]=[CH:19][C:18]([C:15]4[CH:16]=[CH:17][C:12]([S:9]([NH:8][C@@H:4]([CH:5]([CH3:7])[CH3:6])[C:3]([OH:41])=[O:2])(=[O:10])=[O:11])=[CH:13][CH:14]=4)=[CH:23][CH:22]=3)=[O:26])=[C:31]([CH3:32])[C:30]=2[C:33]=1[O:39][CH3:40])#[N:38]. (2) Given the reactants [NH2:1][C:2]1[CH:9]=[CH:8][C:5]([C:6]#[N:7])=[C:4]([Cl:10])[CH:3]=1.[O:11]1[C:16](=[O:17])[CH2:15][O:14][CH2:13][C:12]1=[O:18], predict the reaction product. The product is: [Cl:10][C:4]1[CH:3]=[C:2]([NH:1][C:16](=[O:17])[CH2:15][O:14][CH2:13][C:12]([OH:18])=[O:11])[CH:9]=[CH:8][C:5]=1[C:6]#[N:7].